Dataset: Drug-target binding data from BindingDB using Ki measurements. Task: Regression. Given a target protein amino acid sequence and a drug SMILES string, predict the binding affinity score between them. We predict pKi (pKi = -log10(Ki in M); higher means stronger inhibition). Dataset: bindingdb_ki. The small molecule is Cc1ccc(/C=N/NC(=O)c2ccccc2)cc1. The target protein sequence is MNPSFFLTVLCLGVASAAPKLDPNLDAHWHQWKATHRRLYGMNEEGWRRAVWEKNKKIIDLHNQEYSQGKHGFSMAMNAFGDMTNEEFRQVMNGFQSQKRKKGKLFREPLLIDVPKSVDWTKKGYVTPVKNQGQCGSCWAFSATGALEGQMFRKTGKLVSLSEQNLVDCSRPQGNQGCNGGLMDNAFQYIKENGGLDSEESYPYLATDTNSCTYKPECSAANDTGFVDIPQREKALMKAVATVGPISVAIDAGHASFQFYKSGIYYDPDCSSKDLDHGVLVVGYGFEGTDSNNNKFWIVKNSWGPEWGWNGYVKMAKDQNNHCGIATAASYPTV. The pKi is 7.0.